Dataset: Catalyst prediction with 721,799 reactions and 888 catalyst types from USPTO. Task: Predict which catalyst facilitates the given reaction. (1) Reactant: [C:1]([O:5][C:6](=[O:22])[NH:7][C:8]1[CH:13]=[CH:12][C:11]([C:14]2[O:15][CH:16]=[CH:17][CH:18]=2)=[CH:10][C:9]=1[N+:19]([O-])=O)([CH3:4])([CH3:3])[CH3:2]. Product: [C:1]([O:5][C:6](=[O:22])[NH:7][C:8]1[CH:13]=[CH:12][C:11]([C:14]2[O:15][CH:16]=[CH:17][CH:18]=2)=[CH:10][C:9]=1[NH2:19])([CH3:4])([CH3:2])[CH3:3]. The catalyst class is: 181. (2) Reactant: [CH2:1]([N:8]1[CH:13]=[CH:12][O:11][C:10](=[O:14])[CH:9]1[C:15]1[CH:20]=[CH:19][C:18]([F:21])=[CH:17][CH:16]=1)[C:2]1[CH:7]=[CH:6][CH:5]=[CH:4][CH:3]=1.FC(F)(F)C(O)=O.C(OC(C)C)(=O)C. Product: [CH2:1]([N:8]1[CH:13]=[CH:12][O:11][C:10](=[O:14])[C@@H:9]1[C:15]1[CH:16]=[CH:17][C:18]([F:21])=[CH:19][CH:20]=1)[C:2]1[CH:3]=[CH:4][CH:5]=[CH:6][CH:7]=1. The catalyst class is: 10. (3) Reactant: [C:1]([C:5]1[CH:13]=[C:12]2[C:8]([CH2:9][CH2:10][C:11]2([CH3:15])[CH3:14])=[C:7]([C:16](=O)[CH3:17])[CH:6]=1)([CH3:4])([CH3:3])[CH3:2].[C:19](O)(=O)C.[CH:23]([NH2:25])=[NH:24]. Product: [C:1]([C:5]1[CH:13]=[C:12]2[C:8]([CH2:9][CH2:10][C:11]2([CH3:15])[CH3:14])=[C:7]([C:16]2[CH:17]=[CH:19][N:25]=[CH:23][N:24]=2)[CH:6]=1)([CH3:4])([CH3:3])[CH3:2]. The catalyst class is: 51. (4) Reactant: [CH:1]1([C:4]2[CH:5]=[N:6][C:7]([CH2:10]O)=[N:8][CH:9]=2)[CH2:3][CH2:2]1.C(Br)(Br)(Br)[Br:13].C1(P(C2C=CC=CC=2)C2C=CC=CC=2)C=CC=CC=1. Product: [Br:13][CH2:10][C:7]1[N:6]=[CH:5][C:4]([CH:1]2[CH2:3][CH2:2]2)=[CH:9][N:8]=1. The catalyst class is: 2. (5) Reactant: [H-].[Na+].O1CC[CH2:5][CH2:4]1.[NH2:8][C:9]1[CH:10]=[C:11]([SH:15])[CH:12]=[CH:13][CH:14]=1.ICC. Product: [CH2:4]([S:15][C:11]1[CH:10]=[C:9]([CH:14]=[CH:13][CH:12]=1)[NH2:8])[CH3:5]. The catalyst class is: 145. (6) Reactant: [CH2:1]([O:8][CH2:9][CH:10]([O:13][C:14]1[CH:19]=[CH:18][C:17]([CH2:20][CH2:21][OH:22])=[CH:16][C:15]=1I)[CH2:11][OH:12])[C:2]1[CH:7]=[CH:6][CH:5]=[CH:4][CH:3]=1.C(=O)([O-])[O-].[Cs+].[Cs+]. Product: [CH2:1]([O:8][CH2:9][CH:10]1[O:13][C:14]2[CH:19]=[CH:18][C:17]([CH2:20][CH2:21][OH:22])=[CH:16][C:15]=2[O:12][CH2:11]1)[C:2]1[CH:7]=[CH:6][CH:5]=[CH:4][CH:3]=1. The catalyst class is: 11. (7) Reactant: [F:1][C:2]1[CH:24]=[C:23]([F:25])[CH:22]=[CH:21][C:3]=1[CH2:4][N:5]1[C:13]2[C:8](=[CH:9][CH:10]=[CH:11][CH:12]=2)[C:7]([C:14]2[CH:19]=[C:18]([NH2:20])[CH:17]=[CH:16][N:15]=2)=[N:6]1.Br.Br[C:28]1[CH:33]=[CH:32][N:31]=[CH:30][N:29]=1.Cl.C(=O)([O-])[O-].[K+].[K+]. Product: [F:1][C:2]1[CH:24]=[C:23]([F:25])[CH:22]=[CH:21][C:3]=1[CH2:4][N:5]1[C:13]2[C:8](=[CH:9][CH:10]=[CH:11][CH:12]=2)[C:7]([C:14]2[CH:19]=[C:18]([NH:20][C:28]3[CH:33]=[CH:32][N:31]=[CH:30][N:29]=3)[CH:17]=[CH:16][N:15]=2)=[N:6]1. The catalyst class is: 120. (8) Reactant: [C:1]([CH2:9][CH2:10][CH2:11][C:12]([OH:14])=[O:13])(=[O:8])[C:2]1[CH:7]=[CH:6][CH:5]=[CH:4][CH:3]=1.[CH3:15]O. Product: [C:1]([CH2:9][CH2:10][CH2:11][C:12]([O:14][CH3:15])=[O:13])(=[O:8])[C:2]1[CH:7]=[CH:6][CH:5]=[CH:4][CH:3]=1. The catalyst class is: 65.